From a dataset of Reaction yield outcomes from USPTO patents with 853,638 reactions. Predict the reaction yield, written as a fraction of the theoretical maximum amount of product (1.0 means a 100% yield; for example, 0.34 means a 34% yield). (1) The reactants are O.[OH-].[Na+].[F:4][C:5]1[C:6]([CH2:14][C:15]#[N:16])=[CH:7][C:8]2[O:12][CH2:11][O:10][C:9]=2[CH:13]=1.Br[CH2:18][CH2:19]Cl. The product is [F:4][C:5]1[C:6]([C:14]2([C:15]#[N:16])[CH2:19][CH2:18]2)=[CH:7][C:8]2[O:12][CH2:11][O:10][C:9]=2[CH:13]=1. The catalyst is [Br-].C([N+](CCCC)(CCCC)CCCC)CCC.C1(C)C=CC=CC=1. The yield is 0.600. (2) The reactants are [CH3:1][C:2]1[CH:3]=[C:4]([CH:11]=[CH:12][C:13]=1[O:14][CH2:15][CH2:16][CH3:17])[C:5]([O:7]CCC)=[O:6].O.[OH-].[Na+].Cl. The catalyst is CO. The product is [CH3:1][C:2]1[CH:3]=[C:4]([CH:11]=[CH:12][C:13]=1[O:14][CH2:15][CH2:16][CH3:17])[C:5]([OH:7])=[O:6]. The yield is 0.840. (3) The reactants are [CH2:1]([N:8]1[C:12]([CH:13]2C(=O)O[C:16](C)(C)[O:15][C:14]2=[O:22])=[CH:11][C:10]([CH3:23])=[N:9]1)[C:2]1[CH:7]=[CH:6][CH:5]=[CH:4][CH:3]=1.CC1C=CC(S(O)(=O)=O)=CC=1. No catalyst specified. The product is [CH3:16][O:15][C:14](=[O:22])[CH2:13][C:12]1[N:8]([CH2:1][C:2]2[CH:7]=[CH:6][CH:5]=[CH:4][CH:3]=2)[N:9]=[C:10]([CH3:23])[CH:11]=1. The yield is 0.960. (4) The reactants are [F:1][C:2]1[CH:3]=[C:4]([CH:13]=[CH:14][C:15]=1[F:16])[CH2:5][N:6]1[CH2:11][CH2:10][C:9](=O)[CH2:8][CH2:7]1.S1C=CC=C1.[CH3:22][NH2:23].[H][H]. The catalyst is [Pd].CO. The product is [F:1][C:2]1[CH:3]=[C:4]([CH:13]=[CH:14][C:15]=1[F:16])[CH2:5][N:6]1[CH2:11][CH2:10][CH:9]([NH:23][CH3:22])[CH2:8][CH2:7]1. The yield is 0.810. (5) The reactants are [F:1][C:2]([F:25])([F:24])[C@@H:3]([CH3:23])[C@H:4]([N:7](C(OC(C)(C)C)=O)[NH:8]C(OC(C)(C)C)=O)[CH2:5][OH:6].[ClH:26]. The catalyst is C1COCC1. The product is [ClH:26].[F:1][C:2]([F:24])([F:25])[C@@H:3]([CH3:23])[C@H:4]([NH:7][NH2:8])[CH2:5][OH:6]. The yield is 0.900.